Dataset: NCI-60 drug combinations with 297,098 pairs across 59 cell lines. Task: Regression. Given two drug SMILES strings and cell line genomic features, predict the synergy score measuring deviation from expected non-interaction effect. (1) Drug 1: CC(C1=C(C=CC(=C1Cl)F)Cl)OC2=C(N=CC(=C2)C3=CN(N=C3)C4CCNCC4)N. Drug 2: C1C(C(OC1N2C=C(C(=O)NC2=O)F)CO)O. Cell line: ACHN. Synergy scores: CSS=10.5, Synergy_ZIP=-14.6, Synergy_Bliss=-17.5, Synergy_Loewe=-20.4, Synergy_HSA=-15.0. (2) Drug 1: CC12CCC3C(C1CCC2=O)CC(=C)C4=CC(=O)C=CC34C. Drug 2: C1CNP(=O)(OC1)N(CCCl)CCCl. Cell line: SF-295. Synergy scores: CSS=34.5, Synergy_ZIP=-9.88, Synergy_Bliss=-3.86, Synergy_Loewe=-31.9, Synergy_HSA=-4.77. (3) Drug 1: CC1=C2C(C(=O)C3(C(CC4C(C3C(C(C2(C)C)(CC1OC(=O)C(C(C5=CC=CC=C5)NC(=O)C6=CC=CC=C6)O)O)OC(=O)C7=CC=CC=C7)(CO4)OC(=O)C)O)C)OC(=O)C. Drug 2: CNC(=O)C1=NC=CC(=C1)OC2=CC=C(C=C2)NC(=O)NC3=CC(=C(C=C3)Cl)C(F)(F)F. Cell line: SK-OV-3. Synergy scores: CSS=59.4, Synergy_ZIP=10.3, Synergy_Bliss=8.80, Synergy_Loewe=-1.90, Synergy_HSA=9.80. (4) Drug 1: CC1=C(C=C(C=C1)NC2=NC=CC(=N2)N(C)C3=CC4=NN(C(=C4C=C3)C)C)S(=O)(=O)N.Cl. Synergy scores: CSS=5.30, Synergy_ZIP=-3.61, Synergy_Bliss=2.46, Synergy_Loewe=-1.91, Synergy_HSA=1.74. Drug 2: C1=NC2=C(N=C(N=C2N1C3C(C(C(O3)CO)O)O)F)N. Cell line: HOP-92.